Dataset: Retrosynthesis with 50K atom-mapped reactions and 10 reaction types from USPTO. Task: Predict the reactants needed to synthesize the given product. (1) The reactants are: CI.Nc1c(O)cccc1[N+](=O)[O-]. Given the product COc1cccc([N+](=O)[O-])c1N, predict the reactants needed to synthesize it. (2) Given the product O=c1n(Cc2ccc(-c3ccno3)cc2)nc2c(-c3ccncc3)c(-c3ccc(F)cc3)cnn12, predict the reactants needed to synthesize it. The reactants are: BrCc1ccc(-c2ccno2)cc1.O=c1[nH]nc2c(-c3ccncc3)c(-c3ccc(F)cc3)cnn12. (3) The reactants are: COC(=O)C[C@@H]1COc2cc(O[C@@H]3CCc4c(Oc5ccc(O[Si](C)(C)C(C)(C)C)c(C#N)c5)ccc(F)c43)ccc21. Given the product COC(=O)C[C@@H]1COc2cc(O[C@@H]3CCc4c(Oc5ccc(O)c(C#N)c5)ccc(F)c43)ccc21, predict the reactants needed to synthesize it.